From a dataset of Antibody developability classification from SAbDab with 2,409 antibodies. Regression/Classification. Given an antibody's heavy chain and light chain sequences, predict its developability. TAP uses regression for 5 developability metrics; SAbDab uses binary classification. (1) The antibody is ['QVQLVQSGAEVKKPGASVKVSCKASGYTFTDYYMHWVRQAPGQGLEWMGETNPRNGGTTYNEKFKGKATMTRDTSTSTAYMELSSLRSEDTAVYYCTIGTSGWDYFDYWGQGTLVTVSS', 'DIVMTQTPLSLSVTPGQPASISCRSSQSIVHSDGNIYLEWYLQKPGQSPKLLIYKVSYRFSGVPDRFSGSGSGTDFTLKISRVEAEDVGVYYCFQASHVPYTFGQGTKLEIK']. Result: 0 (not developable). (2) The antibody is ['QVQLVQSGGQMKKPGESMRISCRASGYEFIDCTLNWIRLAPGKRPEWMGWLKPRGGAVNYARPLQGRVTMTRDVYSDTAFLELRSLTVDDTAVYFCTRGKNCDYNWDFEHWGRGTPVIVSS', 'EIVLTQSPGTLSLSPGETAIISCRTSQYGSLAWYQQRPGQAPRLVIYSGSTRAAGIPDRFSGSRWGPDYNLTISNLESGDFGVYYCQQYEFFGQGTKVQVD']. Result: 0 (not developable).